Dataset: Reaction yield outcomes from USPTO patents with 853,638 reactions. Task: Predict the reaction yield, written as a fraction of the theoretical maximum amount of product (1.0 means a 100% yield; for example, 0.34 means a 34% yield). (1) The reactants are [CH3:1][C:2]1[CH:7]=[C:6]([O:8][Si:9]([CH:16]([CH3:18])[CH3:17])([CH:13]([CH3:15])[CH3:14])[CH:10]([CH3:12])[CH3:11])[CH:5]=[C:4]([CH3:19])[C:3]=1[CH:20]([C:22]1[CH:23]=[C:24]2[C:28](=[CH:29][CH:30]=1)[N:27]([Si](C(C)C)(C(C)C)C(C)C)[CH:26]=[C:25]2[CH:41]([CH3:43])[CH3:42])O.CC(O)=O.C(O)(C(F)(F)F)=O. The catalyst is C(Cl)Cl.CCOC(C)=O.O. The product is [CH3:19][C:4]1[CH:5]=[C:6]([O:8][Si:9]([CH:16]([CH3:18])[CH3:17])([CH:13]([CH3:15])[CH3:14])[CH:10]([CH3:11])[CH3:12])[CH:7]=[C:2]([CH3:1])[C:3]=1[CH2:20][C:22]1[CH:23]=[C:24]2[C:28](=[CH:29][CH:30]=1)[NH:27][CH:26]=[C:25]2[CH:41]([CH3:43])[CH3:42]. The yield is 0.746. (2) The reactants are [Br:1][C:2]1[CH:3]=[N:4][CH:5]=[C:6]([N+:9]([O-:11])=[O:10])[C:7]=1Cl.[CH2:12]([NH2:14])[CH3:13].O. The catalyst is C1COCC1. The product is [Br:1][C:2]1[CH:3]=[N:4][CH:5]=[C:6]([N+:9]([O-:11])=[O:10])[C:7]=1[NH:14][CH2:12][CH3:13]. The yield is 0.920. (3) The reactants are C(N1C(=O)C(COS(C)(=O)=O)=CC(C2C=CC(C(F)(F)F)=CC=2)=N1)C(C)C.[C:28]1([C:49]2[CH:54]=[CH:53][CH:52]=[CH:51][CH:50]=2)[CH:33]=[CH:32][C:31]([C:34]2[CH:35]=[C:36]([C:45]([O:47]C)=[O:46])[C:37](=[O:44])[N:38]([CH2:40][CH:41]([CH3:43])[CH3:42])[N:39]=2)=[CH:30][CH:29]=1. No catalyst specified. The product is [C:28]1([C:49]2[CH:50]=[CH:51][CH:52]=[CH:53][CH:54]=2)[CH:29]=[CH:30][C:31]([C:34]2[CH:35]=[C:36]([C:45]([OH:47])=[O:46])[C:37](=[O:44])[N:38]([CH2:40][CH:41]([CH3:43])[CH3:42])[N:39]=2)=[CH:32][CH:33]=1. The yield is 0.792. (4) The product is [CH:1]1[C:13]2[CH:12]([CH2:14][O:15][NH:19][C@H:20]3[CH2:43][CH2:42][C@@:41]4([CH3:44])[C@H:22]([CH2:23][CH2:24][C@@H:25]5[C@@H:40]4[CH2:39][CH2:38][C@@:37]4([CH3:45])[C@H:26]5[CH2:27][CH2:28][C@@H:29]4[C@H:30]([CH3:36])[CH2:31][CH2:32][C:33]([OH:35])=[O:34])[CH2:21]3)[C:11]3[C:6](=[CH:7][CH:8]=[CH:9][CH:10]=3)[C:5]=2[CH:4]=[CH:3][CH:2]=1. The catalyst is O1CCOCC1.C([O-])([O-])=O.[Na+].[Na+]. The reactants are [CH:1]1[C:13]2[CH:12]([CH2:14][O:15]C(Cl)=O)[C:11]3[C:6](=[CH:7][CH:8]=[CH:9][CH:10]=3)[C:5]=2[CH:4]=[CH:3][CH:2]=1.[NH2:19][C@H:20]1[CH2:43][CH2:42][C@@:41]2([CH3:44])[C@H:22]([CH2:23][CH2:24][C@@H:25]3[C@@H:40]2[CH2:39][CH2:38][C@@:37]2([CH3:45])[C@H:26]3[CH2:27][CH2:28][C@@H:29]2[C@H:30]([CH3:36])[CH2:31][CH2:32][C:33]([OH:35])=[O:34])[CH2:21]1.O. The yield is 0.690. (5) The reactants are [Cl:1][C:2]1[CH:7]=[CH:6][CH:5]=[CH:4][C:3]=1[CH2:8]Br.[Na+].[I-:11]. The catalyst is CC(C)=O. The product is [Cl:1][C:2]1[CH:7]=[CH:6][CH:5]=[CH:4][C:3]=1[CH2:8][I:11]. The yield is 0.630. (6) The yield is 0.510. The product is [F:24][C:21]1[CH:22]=[CH:23][C:18]2[N:17]=[CH:16][N:15]([C:5]3[N:6]=[C:7]4[C:2]([NH:1][C:30](=[O:31])[N:8]4[CH:9]4[CH2:10][CH2:11][O:12][CH2:13][CH2:14]4)=[C:3]([C:25]([O:27][CH2:28][CH3:29])=[O:26])[N:4]=3)[C:19]=2[CH:20]=1. The reactants are [NH2:1][C:2]1[C:3]([C:25]([O:27][CH2:28][CH3:29])=[O:26])=[N:4][C:5]([N:15]2[C:19]3[CH:20]=[C:21]([F:24])[CH:22]=[CH:23][C:18]=3[N:17]=[CH:16]2)=[N:6][C:7]=1[NH:8][CH:9]1[CH2:14][CH2:13][O:12][CH2:11][CH2:10]1.[C:30](C1NC=CN=1)(C1NC=CN=1)=[O:31]. The catalyst is C1COCC1. (7) The reactants are CC(OI1(OC(C)=O)(OC(C)=O)OC(=O)C2C=CC=CC1=2)=O.[CH3:23][C:24]([O:28][CH2:29][CH:30]1[CH2:34][CH:33]=[C:32]([CH3:35])[C:31]1([CH3:37])[CH3:36])([CH3:27])[CH2:25][OH:26].C(=O)(O)[O-].[Na+]. The catalyst is ClCCl.CCCCCC. The product is [CH3:27][C:24]([O:28][CH2:29][CH:30]1[CH2:34][CH:33]=[C:32]([CH3:35])[C:31]1([CH3:37])[CH3:36])([CH3:23])[CH:25]=[O:26]. The yield is 0.350. (8) The reactants are [N:1]1[C:10]2[C:5](=[CH:6][CH:7]=[CH:8][CH:9]=2)[CH:4]=[CH:3][C:2]=1[NH:11][CH2:12][CH2:13][CH2:14][NH2:15].C[C:17]([C:19]1[C:27]2[C:22](=[CH:23][CH:24]=[CH:25][CH:26]=2)[S:21][CH:20]=1)=O. No catalyst specified. The product is [S:21]1[CH:20]=[C:19]([CH2:17][NH:15][CH2:14][CH2:13][CH2:12][NH:11][C:2]2[CH:3]=[CH:4][C:5]3[C:10](=[CH:9][CH:8]=[CH:7][CH:6]=3)[N:1]=2)[C:27]2[CH:26]=[CH:25][CH:24]=[CH:23][C:22]1=2. The yield is 0.300.